Dataset: Reaction yield outcomes from USPTO patents with 853,638 reactions. Task: Predict the reaction yield, written as a fraction of the theoretical maximum amount of product (1.0 means a 100% yield; for example, 0.34 means a 34% yield). (1) The reactants are [NH2:1][C:2]1[CH:7]=[CH:6][C:5]([C:8]2[N:9]([CH2:22][CH3:23])[C:10]3[C:15]([C:16]=2[C:17]#[N:18])=[CH:14][CH:13]=[C:12]([O:19][CH2:20][CH3:21])[CH:11]=3)=[CH:4][CH:3]=1.CCN(CC)CC.[CH:31]1([C:34](Cl)=[O:35])[CH2:33][CH2:32]1.O. The catalyst is C1COCC1.C(OCC)(=O)C. The product is [C:17]([C:16]1[C:15]2[C:10](=[CH:11][C:12]([O:19][CH2:20][CH3:21])=[CH:13][CH:14]=2)[N:9]([CH2:22][CH3:23])[C:8]=1[C:5]1[CH:4]=[CH:3][C:2]([NH:1][C:34]([CH:31]2[CH2:33][CH2:32]2)=[O:35])=[CH:7][CH:6]=1)#[N:18]. The yield is 0.990. (2) The reactants are O[C@H:2]1[C@H:6]([CH3:7])[CH2:5][N:4]([C:8]([O:10][C:11]([CH3:14])([CH3:13])[CH3:12])=[O:9])[CH2:3]1.C(N(S(F)(F)[F:21])CC)C. The catalyst is ClCCl.C(=O)(O)[O-].[Na+]. The product is [F:21][C@H:2]1[C@@H:6]([CH3:7])[CH2:5][N:4]([C:8]([O:10][C:11]([CH3:14])([CH3:13])[CH3:12])=[O:9])[CH2:3]1. The yield is 0.410. (3) The reactants are C([O:8][C@H:9]1[C@H:13]([O:14]CC2C=CC=CC=2)[C@@H:12]([CH2:22][C:23]([NH:25][CH3:26])=[O:24])[N:11]([C:27]([O:29][C:30]([CH3:33])([CH3:32])[CH3:31])=[O:28])[C@@H:10]1[CH2:34][O:35]CC1C=CC=CC=1)C1C=CC=CC=1. The catalyst is CO.[Pd]. The product is [OH:8][C@H:9]1[C@H:13]([OH:14])[C@@H:12]([CH2:22][C:23]([NH:25][CH3:26])=[O:24])[N:11]([C:27]([O:29][C:30]([CH3:31])([CH3:32])[CH3:33])=[O:28])[C@@H:10]1[CH2:34][OH:35]. The yield is 1.00. (4) The reactants are Br[C:2]1[CH:24]=[CH:23][C:5]2[C:6]3[N:7]([CH:11]=[C:12]([C:14]4[N:18]([CH:19]([CH3:21])[CH3:20])[N:17]=[C:16](C)[N:15]=4)[N:13]=3)[CH2:8][CH2:9][O:10][C:4]=2[CH:3]=1.[Si]([O:32][C:33]([O:35][CH3:36])=[CH2:34])(C(C)(C)C)(C)C.C([Sn](F)(CCCC)CCCC)CCC. The catalyst is O1CCCC1.CC1C=CC=CC=1[P](C1C=CC=CC=1C)([Pd](Cl)(Cl)[P](C1=C(C)C=CC=C1)(C1C=CC=CC=1C)C1C=CC=CC=1C)C1C=CC=CC=1C. The product is [CH:19]([N:18]1[C:14]([C:12]2[N:13]=[C:6]3[C:5]4[CH:23]=[CH:24][C:2]([CH2:34][C:33]([O:35][CH3:36])=[O:32])=[CH:3][C:4]=4[O:10][CH2:9][CH2:8][N:7]3[CH:11]=2)=[N:15][CH:16]=[N:17]1)([CH3:21])[CH3:20]. The yield is 0.510.